Task: Regression. Given two drug SMILES strings and cell line genomic features, predict the synergy score measuring deviation from expected non-interaction effect.. Dataset: NCI-60 drug combinations with 297,098 pairs across 59 cell lines (1) Drug 1: CN1CCC(CC1)COC2=C(C=C3C(=C2)N=CN=C3NC4=C(C=C(C=C4)Br)F)OC. Drug 2: CC12CCC3C(C1CCC2OP(=O)(O)O)CCC4=C3C=CC(=C4)OC(=O)N(CCCl)CCCl.[Na+]. Cell line: OVCAR3. Synergy scores: CSS=17.6, Synergy_ZIP=-1.36, Synergy_Bliss=-1.26, Synergy_Loewe=-4.03, Synergy_HSA=0.128. (2) Drug 1: CS(=O)(=O)C1=CC(=C(C=C1)C(=O)NC2=CC(=C(C=C2)Cl)C3=CC=CC=N3)Cl. Drug 2: C1=NC2=C(N=C(N=C2N1C3C(C(C(O3)CO)O)O)F)N. Cell line: SK-MEL-5. Synergy scores: CSS=7.86, Synergy_ZIP=1.57, Synergy_Bliss=2.53, Synergy_Loewe=-0.985, Synergy_HSA=-0.546. (3) Synergy scores: CSS=18.9, Synergy_ZIP=-0.400, Synergy_Bliss=-1.44, Synergy_Loewe=-2.54, Synergy_HSA=-0.788. Drug 2: C1=NC2=C(N=C(N=C2N1C3C(C(C(O3)CO)O)O)F)N. Cell line: M14. Drug 1: CC12CCC3C(C1CCC2=O)CC(=C)C4=CC(=O)C=CC34C. (4) Drug 1: CC12CCC(CC1=CCC3C2CCC4(C3CC=C4C5=CN=CC=C5)C)O. Drug 2: CC1=C2C(C(=O)C3(C(CC4C(C3C(C(C2(C)C)(CC1OC(=O)C(C(C5=CC=CC=C5)NC(=O)C6=CC=CC=C6)O)O)OC(=O)C7=CC=CC=C7)(CO4)OC(=O)C)O)C)OC(=O)C. Cell line: HCC-2998. Synergy scores: CSS=69.3, Synergy_ZIP=18.4, Synergy_Bliss=15.5, Synergy_Loewe=-13.6, Synergy_HSA=15.5. (5) Drug 1: C1=NC(=NC(=O)N1C2C(C(C(O2)CO)O)O)N. Drug 2: C(CN)CNCCSP(=O)(O)O. Cell line: MDA-MB-435. Synergy scores: CSS=30.6, Synergy_ZIP=0.221, Synergy_Bliss=0.883, Synergy_Loewe=-57.8, Synergy_HSA=0.633.